From a dataset of NCI-60 drug combinations with 297,098 pairs across 59 cell lines. Regression. Given two drug SMILES strings and cell line genomic features, predict the synergy score measuring deviation from expected non-interaction effect. Drug 1: C1CCC(C1)C(CC#N)N2C=C(C=N2)C3=C4C=CNC4=NC=N3. Drug 2: CC1C(C(CC(O1)OC2CC(CC3=C2C(=C4C(=C3O)C(=O)C5=C(C4=O)C(=CC=C5)OC)O)(C(=O)CO)O)N)O.Cl. Cell line: RPMI-8226. Synergy scores: CSS=33.2, Synergy_ZIP=-0.00540, Synergy_Bliss=-1.41, Synergy_Loewe=-37.0, Synergy_HSA=-4.43.